From a dataset of NCI-60 drug combinations with 297,098 pairs across 59 cell lines. Regression. Given two drug SMILES strings and cell line genomic features, predict the synergy score measuring deviation from expected non-interaction effect. (1) Drug 1: C(CCl)NC(=O)N(CCCl)N=O. Drug 2: COCCOC1=C(C=C2C(=C1)C(=NC=N2)NC3=CC=CC(=C3)C#C)OCCOC.Cl. Cell line: OVCAR-8. Synergy scores: CSS=2.68, Synergy_ZIP=-2.05, Synergy_Bliss=0.218, Synergy_Loewe=-1.85, Synergy_HSA=-0.0714. (2) Drug 1: CC(C1=C(C=CC(=C1Cl)F)Cl)OC2=C(N=CC(=C2)C3=CN(N=C3)C4CCNCC4)N. Drug 2: CC1OCC2C(O1)C(C(C(O2)OC3C4COC(=O)C4C(C5=CC6=C(C=C35)OCO6)C7=CC(=C(C(=C7)OC)O)OC)O)O. Cell line: NCIH23. Synergy scores: CSS=56.3, Synergy_ZIP=0.202, Synergy_Bliss=0.818, Synergy_Loewe=-0.911, Synergy_HSA=3.56. (3) Drug 1: CN1CCC(CC1)COC2=C(C=C3C(=C2)N=CN=C3NC4=C(C=C(C=C4)Br)F)OC. Drug 2: C1CN1P(=S)(N2CC2)N3CC3. Cell line: M14. Synergy scores: CSS=-1.98, Synergy_ZIP=-0.749, Synergy_Bliss=-2.62, Synergy_Loewe=-5.88, Synergy_HSA=-5.34. (4) Drug 1: CCC1=CC2CC(C3=C(CN(C2)C1)C4=CC=CC=C4N3)(C5=C(C=C6C(=C5)C78CCN9C7C(C=CC9)(C(C(C8N6C)(C(=O)OC)O)OC(=O)C)CC)OC)C(=O)OC.C(C(C(=O)O)O)(C(=O)O)O. Drug 2: CC1=CC2C(CCC3(C2CCC3(C(=O)C)OC(=O)C)C)C4(C1=CC(=O)CC4)C. Cell line: HCC-2998. Synergy scores: CSS=52.2, Synergy_ZIP=4.28, Synergy_Bliss=-0.480, Synergy_Loewe=-55.7, Synergy_HSA=-2.49.